Dataset: Catalyst prediction with 721,799 reactions and 888 catalyst types from USPTO. Task: Predict which catalyst facilitates the given reaction. (1) Reactant: [Cl:1][C:2]1[CH:3]=[CH:4][C:5]2[C:11](=[O:12])[C:10]3[CH:13]=[CH:14][CH:15]=[C:16]([OH:17])[C:9]=3[CH2:8][CH2:7][C:6]=2[CH:18]=1.Cl.Cl[CH2:21][CH2:22][N:23]1[CH2:28][CH2:27][O:26][CH2:25][CH2:24]1.C([O-])([O-])=O.[K+].[K+]. Product: [Cl:1][C:2]1[CH:3]=[CH:4][C:5]2[C:11](=[O:12])[C:10]3[CH:13]=[CH:14][CH:15]=[C:16]([O:17][CH2:21][CH2:22][N:23]4[CH2:28][CH2:27][O:26][CH2:25][CH2:24]4)[C:9]=3[CH2:8][CH2:7][C:6]=2[CH:18]=1. The catalyst class is: 10. (2) Reactant: Cl.Cl.[N:3]1[NH:4][N:5]=[N:6][C:7]=1[C:8]1[CH:9]=[C:10]([NH2:15])[C:11]([NH2:14])=[CH:12][CH:13]=1.[N:16]#[C:17]Br.[OH-].[Na+]. Product: [N:6]1[NH:5][N:4]=[N:3][C:7]=1[C:8]1[CH:13]=[CH:12][C:11]2[NH:14][C:17]([NH2:16])=[N:15][C:10]=2[CH:9]=1. The catalyst class is: 6.